This data is from Full USPTO retrosynthesis dataset with 1.9M reactions from patents (1976-2016). The task is: Predict the reactants needed to synthesize the given product. (1) Given the product [OH:34][CH2:33][CH:29]1[CH2:30][CH2:31][CH2:32][N:28]1[CH2:27][C:25]1[N:26]=[C:21]([NH:20][C:19]([NH:18][C:16]2[N:17]=[C:13]([C:10]3[CH:9]=[CH:8][N:7]=[CH:12][CH:11]=3)[S:14][CH:15]=2)=[O:37])[CH:22]=[CH:23][CH:24]=1, predict the reactants needed to synthesize it. The reactants are: [H-].[H-].[H-].[H-].[Li+].[Al+3].[N:7]1[CH:12]=[CH:11][C:10]([C:13]2[S:14][CH:15]=[C:16]([NH:18][C:19](=[O:37])[NH:20][C:21]3[N:26]=[C:25]([CH2:27][N:28]4[CH2:32][CH2:31][CH2:30][CH:29]4[C:33](OC)=[O:34])[CH:24]=[CH:23][CH:22]=3)[N:17]=2)=[CH:9][CH:8]=1. (2) Given the product [N:28]1[C:29]2[C:24](=[CH:23][C:22]([CH2:21][N:18]3[C:16]4=[N:17][C:12]([C:32](=[O:34])[CH3:33])=[CH:13][CH:14]=[C:15]4[N:20]=[N:19]3)=[CH:31][CH:30]=2)[CH:25]=[CH:26][CH:27]=1, predict the reactants needed to synthesize it. The reactants are: FC1C=C([C:12]2[N:17]=[C:16]3[N:18]([CH2:21][C:22]4[CH:23]=[C:24]5[C:29](=[CH:30][CH:31]=4)[N:28]=[CH:27][CH:26]=[CH:25]5)[N:19]=[N:20][C:15]3=[CH:14][CH:13]=2)C=CC=1C(NC)=O.[CH2:32]([O:34]C([Sn](CCCC)(CCCC)CCCC)=C)[CH3:33].C1(P(C2C=CC=CC=2)C2C=CC=CC=2)C=CC=CC=1. (3) Given the product [N:1]12[CH2:9][CH:5]([CH2:6][CH2:7][CH2:8]1)[CH:4]([NH:10][C:11]1[CH:16]=[CH:15][C:14]([C:23]3[CH:22]=[C:21]4[C:26](=[CH:25][CH:24]=3)[NH:18][CH:19]=[CH:20]4)=[CH:13][N:12]=1)[CH2:3][CH2:2]2, predict the reactants needed to synthesize it. The reactants are: [N:1]12[CH2:9][CH:5]([CH2:6][CH2:7][CH2:8]1)[CH:4]([NH:10][C:11]1[CH:16]=[CH:15][C:14](Br)=[CH:13][N:12]=1)[CH2:3][CH2:2]2.[NH:18]1[C:26]2[C:21](=[CH:22][C:23](B(O)O)=[CH:24][CH:25]=2)[CH:20]=[CH:19]1. (4) Given the product [CH2:11]([O:9][C:5]1[CH:4]=[C:3]([CH3:10])[C:2]([Br:1])=[C:7]([CH3:8])[CH:6]=1)[C:12]1[CH:17]=[CH:16][CH:15]=[CH:14][CH:13]=1, predict the reactants needed to synthesize it. The reactants are: [Br:1][C:2]1[C:7]([CH3:8])=[CH:6][C:5]([OH:9])=[CH:4][C:3]=1[CH3:10].[CH2:11](Br)[C:12]1[CH:17]=[CH:16][CH:15]=[CH:14][CH:13]=1.C(=O)([O-])[O-].[K+].[K+].O. (5) Given the product [C:8]([O:7][CH2:5][C@@H:2]1[NH:1][C:12](=[O:14])[C@H:32]([CH2:34][CH:35]([CH3:37])[CH3:36])[NH:33][CH2:3]1)([CH3:9])([CH3:10])[CH3:11], predict the reactants needed to synthesize it. The reactants are: [NH:1]([C:12]([O:14]CC1C2C(=CC=CC=2)C2C1=CC=CC=2)=O)[C@H:2]([C:5]([O:7][C:8]([CH3:11])([CH3:10])[CH3:9])=O)[CH2:3]O.COC(=O)[C@H:32]([CH2:34][CH:35]([CH3:37])[CH3:36])[NH2:33].C([C@@H]1NC[C@H](CC(C)C)NC1=O)C(C)C.